Dataset: Forward reaction prediction with 1.9M reactions from USPTO patents (1976-2016). Task: Predict the product of the given reaction. (1) Given the reactants [H-].[Li+].[CH3:3]OS(OC)(=O)=O.[C:10]([O:18][C:19]1[C:20]([C:40]([O:42][CH3:43])=[O:41])=[N:21][C:22]([C:26]([NH:29][C:30]([O:32][CH2:33][C:34]2[CH:39]=[CH:38][CH:37]=[CH:36][CH:35]=2)=[O:31])([CH3:28])[CH3:27])=[N:23][C:24]=1[OH:25])(=[O:17])[C:11]1[CH:16]=[CH:15][CH:14]=[CH:13][CH:12]=1, predict the reaction product. The product is: [C:10]([O:18][C:19]1[C:24](=[O:25])[N:23]([CH3:3])[C:22]([C:26]([NH:29][C:30]([O:32][CH2:33][C:34]2[CH:35]=[CH:36][CH:37]=[CH:38][CH:39]=2)=[O:31])([CH3:27])[CH3:28])=[N:21][C:20]=1[C:40]([O:42][CH3:43])=[O:41])(=[O:17])[C:11]1[CH:16]=[CH:15][CH:14]=[CH:13][CH:12]=1. (2) Given the reactants C(OC(=O)[NH:7][C@@H:8]([CH2:23][C:24]1[CH:29]=[CH:28][CH:27]=[CH:26][CH:25]=1)[C@@H:9]([OH:22])[CH2:10][C@H:11]([C:13](=[O:21])[NH:14][CH2:15][CH2:16][C:17]([CH3:20])([CH3:19])[CH3:18])[CH3:12])(C)(C)C.Cl, predict the reaction product. The product is: [CH3:19][C:17]([CH3:18])([CH3:20])[CH2:16][CH2:15][NH:14][C:13](=[O:21])[C@H:11]([CH3:12])[CH2:10][C@H:9]([OH:22])[C@@H:8]([NH2:7])[CH2:23][C:24]1[CH:29]=[CH:28][CH:27]=[CH:26][CH:25]=1.